From a dataset of Full USPTO retrosynthesis dataset with 1.9M reactions from patents (1976-2016). Predict the reactants needed to synthesize the given product. (1) Given the product [CH2:17]([N:20]([CH2:24][CH2:25][CH3:26])[C:21]1[S:22][CH:12]=[C:10]([C:9]2[CH:8]=[CH:7][C:6]([N+:14]([O-:16])=[O:15])=[CH:5][CH:4]=2)[N:23]=1)[CH2:18][CH3:19], predict the reactants needed to synthesize it. The reactants are: C(O)C.[CH:4]1[C:9]([C:10]([CH2:12]Br)=O)=[CH:8][CH:7]=[C:6]([N+:14]([O-:16])=[O:15])[CH:5]=1.[CH2:17]([N:20]([CH2:24][CH2:25][CH3:26])[C:21]([NH2:23])=[S:22])[CH2:18][CH3:19]. (2) Given the product [C:33]([N:7]1[C@@H:2]([CH3:1])[CH2:3][N:4]([C:9]2[CH:10]=[C:11]3[C:16](=[CH:17][C:18]=2[O:19][CH3:20])[N:15]=[N:14][C:13]([C:21]([NH2:23])=[O:22])=[C:12]3[NH:24][C:25]2[CH:30]=[CH:29][C:28]([CH3:31])=[CH:27][C:26]=2[F:32])[CH2:5][C@H:6]1[CH3:8])(=[O:35])[CH3:34], predict the reactants needed to synthesize it. The reactants are: [CH3:1][C@H:2]1[NH:7][C@@H:6]([CH3:8])[CH2:5][N:4]([C:9]2[CH:10]=[C:11]3[C:16](=[CH:17][C:18]=2[O:19][CH3:20])[N:15]=[N:14][C:13]([C:21]([NH2:23])=[O:22])=[C:12]3[NH:24][C:25]2[CH:30]=[CH:29][C:28]([CH3:31])=[CH:27][C:26]=2[F:32])[CH2:3]1.[C:33](OC(=O)C)(=[O:35])[CH3:34].C(N(CC)CC)C.